From a dataset of Full USPTO retrosynthesis dataset with 1.9M reactions from patents (1976-2016). Predict the reactants needed to synthesize the given product. (1) Given the product [Cl:1][C:2]1[CH:3]=[CH:4][C:5]([CH:8]([C:38]2[CH:39]=[CH:40][C:41]([Cl:44])=[CH:42][CH:43]=2)[C:9]2[CH:10]=[C:11]3[C:16](=[CH:17][CH:18]=2)[N:15]=[N:14][CH:13]=[C:12]3[NH:19][CH:20]2[CH2:21][CH2:22][N:23]([S:26]([C:29]3[O:33][C:32]([C:34]([OH:36])=[O:35])=[CH:31][CH:30]=3)(=[O:28])=[O:27])[CH2:24][CH2:25]2)=[CH:6][CH:7]=1, predict the reactants needed to synthesize it. The reactants are: [Cl:1][C:2]1[CH:7]=[CH:6][C:5]([CH:8]([C:38]2[CH:43]=[CH:42][C:41]([Cl:44])=[CH:40][CH:39]=2)[C:9]2[CH:10]=[C:11]3[C:16](=[CH:17][CH:18]=2)[N:15]=[N:14][CH:13]=[C:12]3[NH:19][CH:20]2[CH2:25][CH2:24][N:23]([S:26]([C:29]3[O:33][C:32]([C:34]([O:36]C)=[O:35])=[CH:31][CH:30]=3)(=[O:28])=[O:27])[CH2:22][CH2:21]2)=[CH:4][CH:3]=1.[OH-].[Na+].CO.Cl. (2) Given the product [C:8]1([CH2:14][CH2:15][CH2:16][CH:17]2[CH2:18][CH2:19][N:20]([CH2:23][CH2:24][C:25]([OH:31])([CH2:1][CH2:2][CH2:3][CH2:4][CH3:5])[CH2:26][CH2:27][CH2:28][CH2:29][CH3:30])[CH2:21][CH2:22]2)[CH:9]=[CH:10][CH:11]=[CH:12][CH:13]=1, predict the reactants needed to synthesize it. The reactants are: [CH2:1]([Mg]Br)[CH2:2][CH2:3][CH2:4][CH3:5].[C:8]1([CH2:14][CH2:15][CH2:16][CH:17]2[CH2:22][CH2:21][N:20]([CH2:23][CH2:24][C:25](=[O:31])[CH2:26][CH2:27][CH2:28][CH2:29][CH3:30])[CH2:19][CH2:18]2)[CH:13]=[CH:12][CH:11]=[CH:10][CH:9]=1. (3) The reactants are: [CH2:1]([O:3][C:4]([C:6]1[N:7]([CH3:31])[C:8]([CH2:29][CH3:30])=[C:9]([C:27]#[N:28])[C:10]=1[C:11]1[CH:16]=[CH:15][C:14]([O:17][C:18]2[CH:23]=[CH:22][CH:21]=[CH:20][C:19]=2[N+:24]([O-])=O)=[CH:13][CH:12]=1)=[O:5])[CH3:2].O.O.[Sn](Cl)Cl. Given the product [CH2:1]([O:3][C:4]([C:6]1[N:7]([CH3:31])[C:8]([CH2:29][CH3:30])=[C:9]([C:27]#[N:28])[C:10]=1[C:11]1[CH:12]=[CH:13][C:14]([O:17][C:18]2[CH:23]=[CH:22][CH:21]=[CH:20][C:19]=2[NH2:24])=[CH:15][CH:16]=1)=[O:5])[CH3:2], predict the reactants needed to synthesize it. (4) Given the product [N:15]1[CH:14]=[N:13][N:11]2[CH:12]=[C:7]([C:6]3[N:5]([C:16]4[CH:17]=[C:18]([CH3:22])[CH:19]=[CH:20][CH:21]=4)[C:4](=[O:23])[N:3]([CH2:40][C:39]4[CH:38]=[C:37]([CH:44]=[CH:43][CH:42]=4)[C:35]#[N:36])[C:2]=3[CH3:1])[CH:8]=[CH:9][C:10]=12, predict the reactants needed to synthesize it. The reactants are: [CH3:1][C:2]1[NH:3][C:4](=[O:23])[N:5]([C:16]2[CH:17]=[C:18]([CH3:22])[CH:19]=[CH:20][CH:21]=2)[C:6]=1[C:7]1[CH:8]=[CH:9][C:10]2[N:11]([N:13]=[CH:14][N:15]=2)[CH:12]=1.CN(C)C=O.CC(C)([O-])C.[K+].[C:35]([C:37]1[CH:38]=[C:39]([CH:42]=[CH:43][CH:44]=1)[CH2:40]Br)#[N:36]. (5) Given the product [NH2:8][C:6]1[CH:5]=[C:4]([CH2:11][CH2:12][CH2:13][CH2:14][C:15]([O:17][CH3:18])=[O:16])[CH:3]=[C:2]([F:1])[CH:7]=1, predict the reactants needed to synthesize it. The reactants are: [F:1][C:2]1[CH:3]=[C:4]([CH2:11][CH2:12][CH2:13][CH2:14][C:15]([O:17][CH3:18])=[O:16])[CH:5]=[C:6]([N+:8]([O-])=O)[CH:7]=1. (6) Given the product [C:7]([C:10]1[CH:11]=[CH:12][C:13]([N:16]([CH2:34][C:35]2[CH:40]=[CH:39][C:38]([C:41]([F:42])([F:44])[F:43])=[CH:37][CH:36]=2)[CH2:17][CH2:18][C:19]2[CH:20]=[CH:21][C:22]([O:23][C:24]([CH3:31])([CH3:30])[C:25]([O:27][CH2:28][CH3:29])=[O:26])=[CH:32][CH:33]=2)=[N:14][CH:15]=1)([CH3:1])=[CH2:8], predict the reactants needed to synthesize it. The reactants are: [CH3:1]C(C)([O-])C.[K+].[C:7]([C:10]1[CH:11]=[CH:12][C:13]([N:16]([CH2:34][C:35]2[CH:40]=[CH:39][C:38]([C:41]([F:44])([F:43])[F:42])=[CH:37][CH:36]=2)[CH2:17][CH2:18][C:19]2[CH:33]=[CH:32][C:22]([O:23][C:24]([CH3:31])([CH3:30])[C:25]([O:27][CH2:28][CH3:29])=[O:26])=[CH:21][CH:20]=2)=[N:14][CH:15]=1)(=O)[CH3:8].